From a dataset of Full USPTO retrosynthesis dataset with 1.9M reactions from patents (1976-2016). Predict the reactants needed to synthesize the given product. (1) The reactants are: [ClH:1].[O:2]=[C:3]([NH:16][S:17]([C:20]1[CH:25]=[CH:24][CH:23]=[CH:22][CH:21]=1)(=[O:19])=[O:18])[C@@H:4]([NH:8]C(=O)OC(C)(C)C)[CH2:5][C:6]#[CH:7]. Given the product [ClH:1].[NH2:8][C@@H:4]([CH2:5][C:6]#[CH:7])[C:3]([NH:16][S:17]([C:20]1[CH:25]=[CH:24][CH:23]=[CH:22][CH:21]=1)(=[O:19])=[O:18])=[O:2], predict the reactants needed to synthesize it. (2) Given the product [F:1][C:2]([F:34])([F:33])[C:3]1[CH:4]=[C:5]([CH:26]=[C:27]([C:29]([F:32])([F:31])[F:30])[CH:28]=1)[CH2:6][N:7]([CH2:14][C:15]1[CH:20]=[C:19]([C:21]([F:24])([F:23])[F:22])[CH:18]=[CH:17][C:16]=1[CH:47]([CH:42]1[CH2:46][CH2:45][CH2:44][CH2:43]1)[OH:48])[C:8]1[N:9]=[N:10][N:11]([CH3:13])[N:12]=1, predict the reactants needed to synthesize it. The reactants are: [F:1][C:2]([F:34])([F:33])[C:3]1[CH:4]=[C:5]([CH:26]=[C:27]([C:29]([F:32])([F:31])[F:30])[CH:28]=1)[CH2:6][N:7]([CH2:14][C:15]1[CH:20]=[C:19]([C:21]([F:24])([F:23])[F:22])[CH:18]=[CH:17][C:16]=1Br)[C:8]1[N:9]=[N:10][N:11]([CH3:13])[N:12]=1.C([Mg]Cl)(C)C.[Li+].[Cl-].[CH:42]1([CH:47]=[O:48])[CH2:46][CH2:45][CH2:44][CH2:43]1.